From a dataset of Catalyst prediction with 721,799 reactions and 888 catalyst types from USPTO. Predict which catalyst facilitates the given reaction. Reactant: [CH2:1]([O:3][C:4](=[O:10])[CH:5]([CH3:9])[C:6]([OH:8])=O)[CH3:2].O1CCCC1.[F:16][C:17]([F:21])([F:20])[CH2:18][NH2:19].Cl.CN(C)CCCN=C=NCC.C(N(CC)C(C)C)(C)C. Product: [CH2:1]([O:3][C:4](=[O:10])[CH:5]([CH3:9])[C:6]([NH:19][CH2:18][C:17]([F:21])([F:20])[F:16])=[O:8])[CH3:2]. The catalyst class is: 33.